From a dataset of Full USPTO retrosynthesis dataset with 1.9M reactions from patents (1976-2016). Predict the reactants needed to synthesize the given product. (1) Given the product [C:17]([O:16][C:14]([N:9]1[C:10]2[C:6](=[C:5]([CH2:3][OH:2])[CH:13]=[CH:12][CH:11]=2)[CH:7]=[CH:8]1)=[O:15])([CH3:20])([CH3:18])[CH3:19], predict the reactants needed to synthesize it. The reactants are: C[O:2][C:3]([C:5]1[C:6]2[CH:7]=[CH:8][N:9]([C:14]([O:16][C:17]([CH3:20])([CH3:19])[CH3:18])=[O:15])[C:10]=2[CH:11]=[CH:12][CH:13]=1)=O.CC(C[AlH]CC(C)C)C.C1CCCCC1.[C@H](O)(C([O-])=O)[C@@H](O)C([O-])=O.[Na+].[K+]. (2) Given the product [Cl:34][C:31]1[CH:32]=[CH:33][C:21](/[CH:15]=[CH:14]/[C:13]([N:10]2[CH2:11][CH2:12][N:7]([CH2:6][C:5]3[CH:18]=[CH:19][C:2]([F:1])=[CH:3][CH:4]=3)[CH2:8][C@H:9]2[CH3:17])=[O:16])=[C:22]([CH2:23][C:24]2[N:25]=[N:26][N:27]([CH3:29])[N:28]=2)[CH:30]=1, predict the reactants needed to synthesize it. The reactants are: [F:1][C:2]1[CH:19]=[CH:18][C:5]([CH2:6][N:7]2[CH2:12][CH2:11][N:10]([C:13](=[O:16])[CH:14]=[CH2:15])[C@H:9]([CH3:17])[CH2:8]2)=[CH:4][CH:3]=1.Br[C:21]1[CH:33]=[CH:32][C:31]([Cl:34])=[CH:30][C:22]=1[CH2:23][C:24]1[N:25]=[N:26][N:27]([CH3:29])[N:28]=1. (3) Given the product [CH2:24]([NH:23][CH:20]1[CH2:21][CH2:22][CH:17]([CH2:16][NH:15][C:2]2[S:3][C:4]3[CH2:10][CH2:9][O:8][C:7]4[CH:11]=[CH:12][CH:13]=[CH:14][C:6]=4[C:5]=3[N:1]=2)[CH2:18][CH2:19]1)[CH2:25][CH3:26], predict the reactants needed to synthesize it. The reactants are: [N:1]1[C:5]2[C:6]3[CH:14]=[CH:13][CH:12]=[CH:11][C:7]=3[O:8][CH2:9][CH2:10][C:4]=2[S:3][C:2]=1[NH:15][CH2:16][CH:17]1[CH2:22][CH2:21][CH:20]([NH:23][C:24](=O)[CH2:25][CH3:26])[CH2:19][CH2:18]1.Cl.[OH-].[Na+].